Dataset: Full USPTO retrosynthesis dataset with 1.9M reactions from patents (1976-2016). Task: Predict the reactants needed to synthesize the given product. (1) The reactants are: [CH:1]([C:4]1[N:5]=[C:6]([C:9]([O:11]CC)=[O:10])[S:7][CH:8]=1)([CH3:3])[CH3:2].[OH-].[Li+].Cl. Given the product [CH:1]([C:4]1[N:5]=[C:6]([C:9]([OH:11])=[O:10])[S:7][CH:8]=1)([CH3:3])[CH3:2], predict the reactants needed to synthesize it. (2) Given the product [Br:1][C:2]1[C:7]2[NH:8][CH:9]([CH2:12][O:13][S:21]([C:18]3[CH:19]=[CH:20][C:15]([CH3:25])=[CH:16][CH:17]=3)(=[O:23])=[O:22])[CH2:10][O:11][C:6]=2[CH:5]=[C:4]([F:14])[CH:3]=1, predict the reactants needed to synthesize it. The reactants are: [Br:1][C:2]1[C:7]2[NH:8][CH:9]([CH2:12][OH:13])[CH2:10][O:11][C:6]=2[CH:5]=[C:4]([F:14])[CH:3]=1.[C:15]1([CH3:25])[CH:20]=[CH:19][C:18]([S:21](Cl)(=[O:23])=[O:22])=[CH:17][CH:16]=1.C(N(CC)CC)C. (3) Given the product [O:23]=[C:15]1[C:14](=[C:7]2[C:8]3[C:13](=[CH:12][CH:11]=[CH:10][CH:9]=3)[CH:5]([CH2:4][NH:1][C:2]([NH2:24])=[O:3])[O:6]2)[C:22]2[C:17](=[CH:18][CH:19]=[CH:20][CH:21]=2)[NH:16]1, predict the reactants needed to synthesize it. The reactants are: [N:1]([CH2:4][CH:5]1[C:13]2[C:8](=[CH:9][CH:10]=[CH:11][CH:12]=2)[C:7](=[C:14]2[C:22]3[C:17](=[CH:18][CH:19]=[CH:20][CH:21]=3)[NH:16][C:15]2=[O:23])[O:6]1)=[C:2]=[O:3].[NH4+:24].[OH-]. (4) Given the product [CH3:9][CH:8]([CH3:10])[CH2:7][CH2:6][O:5][CH:1]([OH:12])[CH:2]([OH:4])[CH3:3], predict the reactants needed to synthesize it. The reactants are: [CH2:1]([O:5][CH2:6][CH2:7][CH:8]([CH3:10])[CH3:9])[CH:2]1[O:4][CH2:3]1.S(=O)(=O)(O)[OH:12]. (5) Given the product [CH3:41][C:36]1[C:35]([C:34]2[C:26]3[O:25][CH2:24][CH:23]([C:22]4[C:17]([CH2:16][NH:15][C:3](=[O:4])[CH3:2])=[N:18][CH:19]=[CH:20][CH:21]=4)[N:28]4[C:29](=[O:42])[NH:30][C:31]([C:27]=34)=[CH:32][CH:33]=2)=[C:39]([CH3:40])[O:38][N:37]=1, predict the reactants needed to synthesize it. The reactants are: F[C:2](F)(F)[C:3](O)=[O:4].FC(F)(F)C(O)=O.[NH2:15][CH2:16][C:17]1[C:22]([CH:23]2[N:28]3[C:29](=[O:42])[NH:30][C:31]4=[CH:32][CH:33]=[C:34]([C:35]5[C:36]([CH3:41])=[N:37][O:38][C:39]=5[CH3:40])[C:26](=[C:27]34)[O:25][CH2:24]2)=[CH:21][CH:20]=[CH:19][N:18]=1.C(N(CC)C(C)C)(C)C.C(Cl)(=O)C. (6) Given the product [Br-:11].[O:1]([CH2:8][CH2:9][CH2:10][P+:18]([C:19]1[CH:20]=[CH:21][CH:22]=[CH:23][CH:24]=1)([C:25]1[CH:30]=[CH:29][CH:28]=[CH:27][CH:26]=1)[C:12]1[CH:13]=[CH:14][CH:15]=[CH:16][CH:17]=1)[C:2]1[CH:7]=[CH:6][CH:5]=[CH:4][CH:3]=1, predict the reactants needed to synthesize it. The reactants are: [O:1]([CH2:8][CH2:9][CH2:10][Br:11])[C:2]1[CH:7]=[CH:6][CH:5]=[CH:4][CH:3]=1.[C:12]1([P:18]([C:25]2[CH:30]=[CH:29][CH:28]=[CH:27][CH:26]=2)[C:19]2[CH:24]=[CH:23][CH:22]=[CH:21][CH:20]=2)[CH:17]=[CH:16][CH:15]=[CH:14][CH:13]=1.